From a dataset of Full USPTO retrosynthesis dataset with 1.9M reactions from patents (1976-2016). Predict the reactants needed to synthesize the given product. (1) Given the product [CH2:24]([C:25]1[N:29]([CH2:30][C:31]2[CH:36]=[CH:35][C:34]([C:37]3[CH:38]=[CH:39][CH:40]=[CH:41][C:42]=3[C:43]3[N:47]([C:7]([C:14]4[CH:19]=[CH:18][CH:17]=[CH:16][CH:15]=4)([C:8]4[CH:13]=[CH:12][CH:11]=[CH:10][CH:9]=4)[C:1]4[CH:6]=[CH:5][CH:4]=[CH:3][CH:2]=4)[N:46]=[N:45][N:44]=3)=[CH:33][CH:32]=2)[C:28]([CH2:48][OH:49])=[C:27]([Cl:50])[N:26]=1)[CH2:23][CH2:22][CH3:21], predict the reactants needed to synthesize it. The reactants are: [C:1]1([C:7](Cl)([C:14]2[CH:19]=[CH:18][CH:17]=[CH:16][CH:15]=2)[C:8]2[CH:13]=[CH:12][CH:11]=[CH:10][CH:9]=2)[CH:6]=[CH:5][CH:4]=[CH:3][CH:2]=1.[CH3:21][CH2:22][CH2:23][CH2:24][C:25]1[N:29]([CH2:30][C:31]2[CH:36]=[CH:35][C:34]([C:37]3[C:42]([C:43]4[N-:47][N:46]=[N:45][N:44]=4)=[CH:41][CH:40]=[CH:39][CH:38]=3)=[CH:33][CH:32]=2)[C:28]([CH2:48][OH:49])=[C:27]([Cl:50])[N:26]=1.[K+]. (2) Given the product [Br:16][C:7]1[C:6]2[CH:10]=[C:2]([Cl:1])[CH:3]=[CH:4][C:5]=2[S:9][CH:8]=1, predict the reactants needed to synthesize it. The reactants are: [Cl:1][C:2]1[CH:3]=[CH:4][C:5]2[S:9][CH:8]=[CH:7][C:6]=2[CH:10]=1.C([O-])(=O)C.[Na+].[Br:16]Br.S(=O)(=O)(O)[O-].[Na+].